This data is from Reaction yield outcomes from USPTO patents with 853,638 reactions. The task is: Predict the reaction yield, written as a fraction of the theoretical maximum amount of product (1.0 means a 100% yield; for example, 0.34 means a 34% yield). (1) The reactants are [NH2:1][C:2]1[C:7](I)=[C:6]([Cl:9])[N:5]=[C:4]([C:10]([O:12][CH3:13])=[O:11])[C:3]=1[Cl:14].[CH3:15][Sn](C)(C)C. The catalyst is ClCCCl.Cl[Pd](Cl)([P](C1C=CC=CC=1)(C1C=CC=CC=1)C1C=CC=CC=1)[P](C1C=CC=CC=1)(C1C=CC=CC=1)C1C=CC=CC=1. The product is [NH2:1][C:2]1[C:7]([CH3:15])=[C:6]([Cl:9])[N:5]=[C:4]([C:10]([O:12][CH3:13])=[O:11])[C:3]=1[Cl:14]. The yield is 0.830. (2) The reactants are [N+:1]([C:4]1[CH:76]=[CH:75][C:7]([CH2:8][CH:9]2[CH2:26][N:25]([CH2:27][C:28]([O:30][C:31]([CH3:34])([CH3:33])[CH3:32])=[O:29])[CH2:24][CH2:23][N:22]([CH2:35][C:36]([O:38][C:39]([CH3:42])([CH3:41])[CH3:40])=[O:37])[CH2:21][CH2:20][N:19]([CH2:43][C:44]([O:46][C:47]([CH3:50])([CH3:49])[CH3:48])=[O:45])[CH2:18][CH2:17][N:16]([CH2:51][C:52]([O:54][C:55]([CH3:58])([CH3:57])[CH3:56])=[O:53])[CH2:15][CH2:14][N:13]([CH2:59][C:60]([O:62][C:63]([CH3:66])([CH3:65])[CH3:64])=[O:61])[CH2:12][CH2:11][N:10]2[CH2:67][C:68]([O:70][C:71]([CH3:74])([CH3:73])[CH3:72])=[O:69])=[CH:6][CH:5]=1)([O-])=O.Cl[Sn]Cl.[OH-].[Na+]. The catalyst is C(O)C.O. The product is [NH2:1][C:4]1[CH:76]=[CH:75][C:7]([CH2:8][CH:9]2[CH2:26][N:25]([CH2:27][C:28]([O:30][C:31]([CH3:32])([CH3:33])[CH3:34])=[O:29])[CH2:24][CH2:23][N:22]([CH2:35][C:36]([O:38][C:39]([CH3:42])([CH3:41])[CH3:40])=[O:37])[CH2:21][CH2:20][N:19]([CH2:43][C:44]([O:46][C:47]([CH3:48])([CH3:49])[CH3:50])=[O:45])[CH2:18][CH2:17][N:16]([CH2:51][C:52]([O:54][C:55]([CH3:56])([CH3:57])[CH3:58])=[O:53])[CH2:15][CH2:14][N:13]([CH2:59][C:60]([O:62][C:63]([CH3:66])([CH3:65])[CH3:64])=[O:61])[CH2:12][CH2:11][N:10]2[CH2:67][C:68]([O:70][C:71]([CH3:74])([CH3:73])[CH3:72])=[O:69])=[CH:6][CH:5]=1. The yield is 0.620. (3) The reactants are C([Si](C)(C)[O:6][C@H:7]1[CH2:12][CH2:11][C@H:10]([N:13]2[CH2:18][CH2:17][CH2:16][CH:15]([CH2:19][C:20]3[CH:25]=[CH:24][C:23]([C:26]4[CH:27]=[N:28][CH:29]=[CH:30][CH:31]=4)=[CH:22][C:21]=3[Cl:32])[C:14]2=[O:33])[CH2:9][CH2:8]1)(C)(C)C. The catalyst is CO. The product is [Cl:32][C:21]1[CH:22]=[C:23]([C:26]2[CH:27]=[N:28][CH:29]=[CH:30][CH:31]=2)[CH:24]=[CH:25][C:20]=1[CH2:19][CH:15]1[CH2:16][CH2:17][CH2:18][N:13]([C@H:10]2[CH2:11][CH2:12][C@H:7]([OH:6])[CH2:8][CH2:9]2)[C:14]1=[O:33]. The yield is 0.840. (4) The reactants are [NH2:1][C:2]1[CH:3]=[C:4]([SH:8])[CH:5]=[CH:6][CH:7]=1.[C:9](O[C:9]([O:11][C:12]([CH3:15])([CH3:14])[CH3:13])=[O:10])([O:11][C:12]([CH3:15])([CH3:14])[CH3:13])=[O:10].C(N(CC)CC)C. The catalyst is ClCCl. The product is [NH2:1][C:2]1[CH:3]=[C:4]([S:8][C:9]([O:11][C:12]([CH3:15])([CH3:14])[CH3:13])=[O:10])[CH:5]=[CH:6][CH:7]=1. The yield is 0.300. (5) The catalyst is C(#N)C. The product is [Cl:15][C:12]1[N:13]=[CH:14][C:9]([CH2:8][N:6]2[CH2:5][CH2:4][S:3][C:2]2=[NH:1])=[CH:10][CH:11]=1.[Cl:15][C:12]1[N:13]=[CH:14][C:9]([CH2:8][N:6]2[CH2:5][CH2:4][S:3][C:2]2=[N:1][CH2:8][C:9]2[CH:14]=[N:13][C:12]([Cl:15])=[CH:11][CH:10]=2)=[CH:10][CH:11]=1. The yield is 0.547. The reactants are [NH2:1][C:2]1[S:3][CH2:4][CH2:5][N:6]=1.Br[CH2:8][C:9]1[CH:10]=[CH:11][C:12]([Cl:15])=[N:13][CH:14]=1. (6) The reactants are [F:1][C:2]1[C:3]([CH3:12])=[CH:4][C:5]([NH:8]C(=O)C)=[N:6][CH:7]=1.Cl. The catalyst is C(O)C. The product is [F:1][C:2]1[C:3]([CH3:12])=[CH:4][C:5]([NH2:8])=[N:6][CH:7]=1. The yield is 0.880.